Predict the reaction yield, written as a fraction of the theoretical maximum amount of product (1.0 means a 100% yield; for example, 0.34 means a 34% yield). From a dataset of Reaction yield outcomes from USPTO patents with 853,638 reactions. The reactants are C1CCCCC=1.[CH3:7][N:8]1[CH2:13][CH2:12][N:11]([C:14]2[CH:26]=[CH:25][C:17]([C:18]([O:20][C:21]([CH3:24])([CH3:23])[CH3:22])=[O:19])=[C:16]([N+:27]([O-])=O)[CH:15]=2)[CH2:10][CH2:9]1. The catalyst is [Pd].C(O)C. The product is [NH2:27][C:16]1[CH:15]=[C:14]([N:11]2[CH2:12][CH2:13][N:8]([CH3:7])[CH2:9][CH2:10]2)[CH:26]=[CH:25][C:17]=1[C:18]([O:20][C:21]([CH3:24])([CH3:23])[CH3:22])=[O:19]. The yield is 0.960.